Dataset: Forward reaction prediction with 1.9M reactions from USPTO patents (1976-2016). Task: Predict the product of the given reaction. (1) Given the reactants [F:1][C:2]([F:13])([C:6]1[CH:11]=[CH:10][C:9]([CH3:12])=[CH:8][N:7]=1)[C:3]([OH:5])=O.P(Cl)(Cl)(Cl)=O.Cl.[NH2:20][CH2:21][C:22]1[CH:23]=[C:24]2[C:28](=[CH:29][CH:30]=1)[C:27](=[O:31])[N:26]([CH:32]1[CH2:37][CH2:36][C:35](=[O:38])[NH:34][C:33]1=[O:39])[CH2:25]2.C(=O)(O)[O-].[Na+], predict the reaction product. The product is: [O:39]=[C:33]1[CH:32]([N:26]2[CH2:25][C:24]3[C:28](=[CH:29][CH:30]=[C:22]([CH2:21][NH:20][C:3](=[O:5])[C:2]([F:1])([F:13])[C:6]4[CH:11]=[CH:10][C:9]([CH3:12])=[CH:8][N:7]=4)[CH:23]=3)[C:27]2=[O:31])[CH2:37][CH2:36][C:35](=[O:38])[NH:34]1. (2) Given the reactants C[O:2][C:3](=[O:31])[C:4]1[CH:9]=[CH:8][CH:7]=[C:6]([CH2:10][O:11][C:12]2[C:17]([NH:18][S:19]([C:22]3[CH:27]=[CH:26][CH:25]=[C:24]([Cl:28])[C:23]=3[Cl:29])(=[O:21])=[O:20])=[N:16][CH:15]=[C:14]([Cl:30])[N:13]=2)[CH:5]=1.O.[OH-].[Li+].Cl, predict the reaction product. The product is: [Cl:30][C:14]1[N:13]=[C:12]([O:11][CH2:10][C:6]2[CH:5]=[C:4]([CH:9]=[CH:8][CH:7]=2)[C:3]([OH:31])=[O:2])[C:17]([NH:18][S:19]([C:22]2[CH:27]=[CH:26][CH:25]=[C:24]([Cl:28])[C:23]=2[Cl:29])(=[O:20])=[O:21])=[N:16][CH:15]=1. (3) The product is: [Cl:11][C:12]1[CH:19]=[C:18]([Cl:20])[CH:17]=[CH:16][C:13]=1[CH2:14][O:15][C:2]1[CH:7]=[CH:6][N:5]=[CH:4][C:3]=1[N+:8]([O-:10])=[O:9]. Given the reactants Cl[C:2]1[CH:7]=[CH:6][N:5]=[CH:4][C:3]=1[N+:8]([O-:10])=[O:9].[Cl:11][C:12]1[CH:19]=[C:18]([Cl:20])[CH:17]=[CH:16][C:13]=1[CH2:14][OH:15], predict the reaction product. (4) Given the reactants [Cl:1][C:2]1[C:3]2[CH:13]=[CH:12][CH:11]=[CH:10][C:4]=2[S:5][C:6]=1[C:7]([OH:9])=O.C(Cl)(=O)C(Cl)=O.[F:20][C:21]1[CH:27]=[C:26]([CH3:28])[CH:25]=[CH:24][C:22]=1[NH2:23], predict the reaction product. The product is: [Cl:1][C:2]1[C:3]2[CH:13]=[CH:12][CH:11]=[CH:10][C:4]=2[S:5][C:6]=1[C:7]([NH:23][C:22]1[CH:24]=[CH:25][C:26]([CH3:28])=[CH:27][C:21]=1[F:20])=[O:9].